This data is from Peptide-MHC class I binding affinity with 185,985 pairs from IEDB/IMGT. The task is: Regression. Given a peptide amino acid sequence and an MHC pseudo amino acid sequence, predict their binding affinity value. This is MHC class I binding data. (1) The peptide sequence is SVIDHIHYM. The MHC is HLA-B15:17 with pseudo-sequence HLA-B15:17. The binding affinity (normalized) is 0.638. (2) The peptide sequence is AQNAISTTF. The MHC is HLA-A01:01 with pseudo-sequence HLA-A01:01. The binding affinity (normalized) is 0.0847. (3) The peptide sequence is EALYYVHSL. The MHC is HLA-A02:03 with pseudo-sequence HLA-A02:03. The binding affinity (normalized) is 0.200. (4) The peptide sequence is QEKKILMNF. The MHC is HLA-A02:03 with pseudo-sequence HLA-A02:03. The binding affinity (normalized) is 0.0563. (5) The binding affinity (normalized) is 0.313. The MHC is HLA-A26:02 with pseudo-sequence HLA-A26:02. The peptide sequence is YRFRFRSVY. (6) The peptide sequence is QLIYVILTI. The MHC is HLA-A01:01 with pseudo-sequence HLA-A01:01. The binding affinity (normalized) is 0. (7) The peptide sequence is CLTFGRETV. The MHC is HLA-A02:01 with pseudo-sequence HLA-A02:01. The binding affinity (normalized) is 0. (8) The peptide sequence is TRLNAWVKVV. The MHC is HLA-A29:02 with pseudo-sequence HLA-A29:02. The binding affinity (normalized) is 0. (9) The MHC is HLA-B15:09 with pseudo-sequence HLA-B15:09. The peptide sequence is IYYLEKANK. The binding affinity (normalized) is 0.0847.